Dataset: Reaction yield outcomes from USPTO patents with 853,638 reactions. Task: Predict the reaction yield, written as a fraction of the theoretical maximum amount of product (1.0 means a 100% yield; for example, 0.34 means a 34% yield). (1) The reactants are [N+:1]([C:4]1[C:5]([N:10]2[CH2:15][CH2:14][CH:13]([C:16]([O:18][CH3:19])=[O:17])[CH2:12][CH2:11]2)=[N:6][CH:7]=[CH:8][CH:9]=1)([O-:3])=[O:2].C1C(=O)N([Br:27])C(=O)C1. The catalyst is CC#N. The product is [Br:27][C:8]1[CH:9]=[C:4]([N+:1]([O-:3])=[O:2])[C:5]([N:10]2[CH2:15][CH2:14][CH:13]([C:16]([O:18][CH3:19])=[O:17])[CH2:12][CH2:11]2)=[N:6][CH:7]=1. The yield is 0.100. (2) The reactants are Cl[C:2]1[C:7]([CH2:8][OH:9])=[CH:6][CH:5]=[CH:4][N:3]=1.O1CCOCC1.[CH3:16][O:17][C:18]1[CH:23]=[CH:22][CH:21]=[CH:20][C:19]=1B(O)O.C(=O)(O)[O-].[Na+]. The catalyst is O.C1C=CC(P(C2C=CC=CC=2)[C-]2C=CC=C2)=CC=1.C1C=CC(P(C2C=CC=CC=2)[C-]2C=CC=C2)=CC=1.Cl[Pd]Cl.[Fe+2]. The product is [CH3:16][O:17][C:18]1[CH:23]=[CH:22][CH:21]=[CH:20][C:19]=1[C:2]1[C:7]([CH2:8][OH:9])=[CH:6][CH:5]=[CH:4][N:3]=1. The yield is 0.870. (3) The reactants are [NH2:1][C:2]1[N:3]=[CH:4][C:5]2[S:10][C:9](=[O:11])[N:8]([C@@H:12]3[O:24][C@H:23]([CH2:25][O:26][Si](C(C)(C)C)(C)C)[C@@H:18]([O:19][C:20](=[O:22])[CH3:21])[C@H:13]3[O:14][C:15](=[O:17])[CH3:16])[C:6]=2[N:7]=1.N1C=CC=CC=1. The catalyst is C1COCC1. The product is [NH2:1][C:2]1[N:3]=[CH:4][C:5]2[S:10][C:9](=[O:11])[N:8]([C@@H:12]3[O:24][C@H:23]([CH2:25][OH:26])[C@@H:18]([O:19][C:20](=[O:22])[CH3:21])[C@H:13]3[O:14][C:15](=[O:17])[CH3:16])[C:6]=2[N:7]=1. The yield is 1.00. (4) The reactants are Br[C:2]1[CH:7]=[CH:6][C:5]([CH2:8][O:9][C:10]2[CH:11]=[C:12]([CH2:16][CH2:17][C:18]([O:20][CH3:21])=[O:19])[CH:13]=[CH:14][CH:15]=2)=[CH:4][C:3]=1[CH3:22].F[C:24]1[CH:29]=[CH:28][C:27]([O:30][CH3:31])=[CH:26][C:25]=1B(O)O. No catalyst specified. The product is [CH3:22][C:3]1[CH:4]=[C:5]([CH2:8][O:9][C:10]2[CH:11]=[C:12]([CH2:16][CH2:17][C:18]([O:20][CH3:21])=[O:19])[CH:13]=[CH:14][CH:15]=2)[CH:6]=[CH:7][C:2]=1[C:25]1[CH:24]=[CH:29][CH:28]=[C:27]([O:30][CH3:31])[CH:26]=1. The yield is 0.890. (5) The yield is 0.669. The catalyst is CN(C=O)C. The product is [F:7][C:8]([F:16])([F:17])[C:9]1[CH:10]=[C:11]([CH:12]=[CH:13][CH:14]=1)[O:15][C:19]1[CH:26]=[CH:25][C:22]([CH:23]=[O:24])=[CH:21][CH:20]=1. The reactants are C([O-])([O-])=O.[K+].[K+].[F:7][C:8]([F:17])([F:16])[C:9]1[CH:10]=[C:11]([OH:15])[CH:12]=[CH:13][CH:14]=1.F[C:19]1[CH:26]=[CH:25][C:22]([CH:23]=[O:24])=[CH:21][CH:20]=1. (6) The yield is 0.750. The reactants are O1[CH:5]=[CH:4][C:3]([CH2:6][N:7]2[C:15]3[C:10](=[CH:11][C:12]([O:16][CH2:17][CH2:18][CH2:19][N:20]4[CH2:25][CH2:24][CH2:23][CH2:22][CH2:21]4)=[CH:13][CH:14]=3)[CH2:9][CH2:8]2)=[CH:2]1.Cl.Cl.N1(CCCO[C:38]2[CH:39]=[C:40]3[C:44](=[CH:45][CH:46]=2)N[CH2:42][CH2:41]3)CCCCC1.O1C=CC(C=O)=C1. No catalyst specified. The product is [C:41]1([C:40]2[CH:44]=[CH:45][CH:46]=[CH:38][CH:39]=2)[CH:5]=[CH:4][C:3]([CH2:6][N:7]2[C:15]3[C:10](=[CH:11][C:12]([O:16][CH2:17][CH2:18][CH2:19][N:20]4[CH2:25][CH2:24][CH2:23][CH2:22][CH2:21]4)=[CH:13][CH:14]=3)[CH2:9][CH2:8]2)=[CH:2][CH:42]=1.